This data is from Full USPTO retrosynthesis dataset with 1.9M reactions from patents (1976-2016). The task is: Predict the reactants needed to synthesize the given product. (1) Given the product [C:1]([O:8][C@@H:9]([CH2:16]/[CH:17]=[CH:18]\[CH2:19][CH2:20][CH2:21][CH2:22][CH2:23][CH2:24][CH2:25][CH:26]([O:37][C:48]([O:47][CH2:45][CH2:59][CH2:58][N:57]([CH3:62])[CH3:56])=[O:54])[CH2:27][CH2:28][CH2:29][CH2:30][CH2:31][CH2:32][CH2:33][CH2:34][CH2:35][CH3:36])[CH2:10][CH2:11][CH2:12][CH2:13][CH2:14][CH3:15])(=[O:7])[CH2:2][CH2:3][CH2:4][CH2:5][CH3:6], predict the reactants needed to synthesize it. The reactants are: [C:1]([O:8][C@@H:9]([CH2:16]/[CH:17]=[CH:18]\[CH2:19][CH2:20][CH2:21][CH2:22][CH2:23][CH2:24][CH2:25][CH:26]([OH:37])[CH2:27][CH2:28][CH2:29][CH2:30][CH2:31][CH2:32][CH2:33][CH2:34][CH2:35][CH3:36])[CH2:10][CH2:11][CH2:12][CH2:13][CH2:14][CH3:15])(=[O:7])[CH2:2][CH2:3][CH2:4][CH2:5][CH3:6].N1C=CC=CC=1.Cl[C:45](Cl)([O:47][C:48](=[O:54])OC(Cl)(Cl)Cl)Cl.[CH3:56][N:57]([CH3:62])[CH2:58][CH2:59]CO. (2) Given the product [CH2:17]([N:24]1[CH2:28][C@H:27]2[C@H:29]([NH:32][C:14](=[O:16])[C@H:9]([CH2:10][CH:11]([CH3:12])[CH3:13])[NH:8][CH2:6][C:34]([CH3:39])([CH3:35])[CH3:33])[CH2:30][CH2:31][C@H:26]2[CH2:25]1)[C:18]1[CH:19]=[CH:20][CH:21]=[CH:22][CH:23]=1, predict the reactants needed to synthesize it. The reactants are: C(O[C:6]([NH:8][C@H:9]([C:14]([OH:16])=O)[CH2:10][CH:11]([CH3:13])[CH3:12])=O)(C)(C)C.[CH2:17]([N:24]1[CH2:28][C@H:27]2[C@H:29]([NH2:32])[CH2:30][CH2:31][C@H:26]2[CH2:25]1)[C:18]1[CH:23]=[CH:22][CH:21]=[CH:20][CH:19]=1.[CH2:33](N1C[C@@H]2[C@@H](N)CC[C@@H]2C1)[C:34]1[CH:39]=CC=C[CH:35]=1. (3) Given the product [Cl:16][C:8]1[CH:7]=[C:6]([CH:11]=[CH:10][C:9]=1[CH2:12][N:13]([CH3:14])[CH3:15])[O:5][CH:3]1[CH2:4][N:1]([C:30]([C:28]2[O:29][C:25]([C:22]3[CH:23]=[CH:24][C:19]([O:18][CH3:17])=[CH:20][CH:21]=3)=[N:26][N:27]=2)=[O:31])[CH2:2]1, predict the reactants needed to synthesize it. The reactants are: [NH:1]1[CH2:4][CH:3]([O:5][C:6]2[CH:11]=[CH:10][C:9]([CH2:12][N:13]([CH3:15])[CH3:14])=[C:8]([Cl:16])[CH:7]=2)[CH2:2]1.[CH3:17][O:18][C:19]1[CH:24]=[CH:23][C:22]([C:25]2[O:29][C:28]([C:30](OCC)=[O:31])=[N:27][N:26]=2)=[CH:21][CH:20]=1. (4) The reactants are: [NH2:1][C:2]1[C:3]([F:20])=[CH:4][C:5]([Cl:19])=[C:6]([CH:18]=1)[O:7][C:8]1[C:13]([C:14]([F:17])([F:16])[F:15])=[CH:12][CH:11]=[CH:10][N:9]=1.C(N(CC)CC)C.[Cl:28][CH2:29][C:30](Cl)=[O:31]. Given the product [Cl:19][C:5]1[C:6]([O:7][C:8]2[C:13]([C:14]([F:17])([F:15])[F:16])=[CH:12][CH:11]=[CH:10][N:9]=2)=[CH:18][C:2]([NH:1][C:30](=[O:31])[CH2:29][Cl:28])=[C:3]([F:20])[CH:4]=1, predict the reactants needed to synthesize it.